The task is: Binary Classification. Given a drug SMILES string, predict its activity (active/inactive) in a high-throughput screening assay against a specified biological target.. This data is from Serine/threonine kinase 33 screen with 319,792 compounds. (1) The molecule is S(=O)(=O)(Nc1cc(c(cc1)C)C)c1cc2n(c(=O)n(c2cc1)C)C. The result is 0 (inactive). (2) The drug is Clc1cn2c(c(nc2cc1)C(=O)N1CCc2c(C1)cccc2)CN(Cc1[nH]c(cn1)C)C. The result is 0 (inactive).